The task is: Regression. Given two drug SMILES strings and cell line genomic features, predict the synergy score measuring deviation from expected non-interaction effect.. This data is from NCI-60 drug combinations with 297,098 pairs across 59 cell lines. (1) Drug 1: CC1C(C(CC(O1)OC2CC(CC3=C2C(=C4C(=C3O)C(=O)C5=C(C4=O)C(=CC=C5)OC)O)(C(=O)C)O)N)O.Cl. Drug 2: C(=O)(N)NO. Cell line: SF-268. Synergy scores: CSS=21.7, Synergy_ZIP=-7.21, Synergy_Bliss=0.948, Synergy_Loewe=-17.4, Synergy_HSA=-1.42. (2) Drug 1: CC1=C2C(C(=O)C3(C(CC4C(C3C(C(C2(C)C)(CC1OC(=O)C(C(C5=CC=CC=C5)NC(=O)C6=CC=CC=C6)O)O)OC(=O)C7=CC=CC=C7)(CO4)OC(=O)C)O)C)OC(=O)C. Drug 2: CC(C)(C#N)C1=CC=C(C=C1)N2C3=C4C=C(C=CC4=NC=C3N(C2=O)C)C5=CC6=CC=CC=C6N=C5. Cell line: HCT116. Synergy scores: CSS=57.5, Synergy_ZIP=-0.852, Synergy_Bliss=-2.38, Synergy_Loewe=-2.70, Synergy_HSA=1.20. (3) Drug 1: C1=NC(=NC(=O)N1C2C(C(C(O2)CO)O)O)N. Drug 2: B(C(CC(C)C)NC(=O)C(CC1=CC=CC=C1)NC(=O)C2=NC=CN=C2)(O)O. Cell line: OVCAR-8. Synergy scores: CSS=51.5, Synergy_ZIP=-5.76, Synergy_Bliss=0.716, Synergy_Loewe=-15.1, Synergy_HSA=-0.507. (4) Drug 1: C1=CC=C(C(=C1)C(C2=CC=C(C=C2)Cl)C(Cl)Cl)Cl. Drug 2: C(CC(=O)O)C(=O)CN.Cl. Cell line: MOLT-4. Synergy scores: CSS=43.4, Synergy_ZIP=0.742, Synergy_Bliss=1.30, Synergy_Loewe=-0.297, Synergy_HSA=0.406. (5) Drug 1: CCCS(=O)(=O)NC1=C(C(=C(C=C1)F)C(=O)C2=CNC3=C2C=C(C=N3)C4=CC=C(C=C4)Cl)F. Drug 2: CC1CCCC2(C(O2)CC(NC(=O)CC(C(C(=O)C(C1O)C)(C)C)O)C(=CC3=CSC(=N3)C)C)C. Cell line: K-562. Synergy scores: CSS=8.24, Synergy_ZIP=3.18, Synergy_Bliss=7.80, Synergy_Loewe=0.898, Synergy_HSA=5.19. (6) Drug 1: CNC(=O)C1=CC=CC=C1SC2=CC3=C(C=C2)C(=NN3)C=CC4=CC=CC=N4. Drug 2: CC1=C(C=C(C=C1)NC2=NC=CC(=N2)N(C)C3=CC4=NN(C(=C4C=C3)C)C)S(=O)(=O)N.Cl. Cell line: BT-549. Synergy scores: CSS=0.341, Synergy_ZIP=2.25, Synergy_Bliss=5.30, Synergy_Loewe=2.20, Synergy_HSA=2.57. (7) Drug 1: CC1C(C(=O)NC(C(=O)N2CCCC2C(=O)N(CC(=O)N(C(C(=O)O1)C(C)C)C)C)C(C)C)NC(=O)C3=C4C(=C(C=C3)C)OC5=C(C(=O)C(=C(C5=N4)C(=O)NC6C(OC(=O)C(N(C(=O)CN(C(=O)C7CCCN7C(=O)C(NC6=O)C(C)C)C)C)C(C)C)C)N)C. Drug 2: C1=NC(=NC(=O)N1C2C(C(C(O2)CO)O)O)N. Cell line: BT-549. Synergy scores: CSS=33.2, Synergy_ZIP=-9.70, Synergy_Bliss=-0.680, Synergy_Loewe=0.881, Synergy_HSA=0.940. (8) Drug 1: C1CC(=O)NC(=O)C1N2CC3=C(C2=O)C=CC=C3N. Drug 2: CC1=C(N=C(N=C1N)C(CC(=O)N)NCC(C(=O)N)N)C(=O)NC(C(C2=CN=CN2)OC3C(C(C(C(O3)CO)O)O)OC4C(C(C(C(O4)CO)O)OC(=O)N)O)C(=O)NC(C)C(C(C)C(=O)NC(C(C)O)C(=O)NCCC5=NC(=CS5)C6=NC(=CS6)C(=O)NCCC[S+](C)C)O. Cell line: A549. Synergy scores: CSS=19.6, Synergy_ZIP=0.855, Synergy_Bliss=2.90, Synergy_Loewe=5.34, Synergy_HSA=6.12.